From a dataset of Drug-target binding data from BindingDB using IC50 measurements. Regression. Given a target protein amino acid sequence and a drug SMILES string, predict the binding affinity score between them. We predict pIC50 (pIC50 = -log10(IC50 in M); higher means more potent). Dataset: bindingdb_ic50. (1) The target protein (P09598) has sequence MKKKVLALAAAITVVAPLQSVAFAHENDGGSKIKIVHRWSAEDKHKEGVNSHLWIVNRAIDIMSRNTTLVKQDRVAQLNEWRTELENGIYAADYENPYYDNSTFASHFYDPDNGKTYIPFAKQAKETGAKYFKLAGESYKNKDMKQAFFYLGLSLHYLGDVNQPMHAANFTNLSYPQGFHSKYENFVDTIKDNYKVTDGNGYWNWKGTNPEEWIHGAAVVAKQDYSGIVNDNTKDWFVKAAVSQEYADKWRAEVTPMTGKRLMDAQRVTAGYIQLWFDTYGDR. The compound is CCCCCCCCCCCCCCC([NH3+])C(=O)N(CC[N+](C)(C)C)OCc1ccccc1. The pIC50 is 5.4. (2) The drug is Cc1c(F)cccc1CCCCOc1ccc(C#Cc2ccc(F)c3c(CCCC(=O)O)c(C)n(CCCC(=O)O)c23)cc1. The target protein sequence is MEPNNSSSRNCMIQESFKKEFYPVTYLVIFVWGALGNGLSIYVFLQTYKKSTSANVFMLNLAMSDLLFISTLPFRAHYYLNNSNWIFGDVPCRIMSYSLYVNMYTSIYFLTVLSVVRFLATVHPFRLLHVTSFRSAWILCGIIWIFTMASAAVLLMHGSEPKNSITTCLELDIRKVGKLKVMNHIALVVGFLLPFFTLSICYLLVIRVLLKVEIPESTLRASHRKALITIIIALITFLLCFLPYHTLRTLHLITWNKDSCGNGLHKAVVITLALAAANSCVNPFLYYFAGENFKDKLKAVFIKDHPQKAKCSFPICL. The pIC50 is 8.1. (3) The small molecule is C[C@]12CCC3C(CCC4=CC(=O)CC[C@@]43C)C1CC=C2n1cncn1. The target protein (P05093) has sequence MWELVALLLLTLAYLFWPKRRCPGAKYPKSLLSLPLVGSLPFLPRHGHMHNNFFKLQKKYGPIYSVRMGTKTTVIVGHHQLAKEVLIKKGKDFSGRPQMATLDIASNNRKGIAFADSGAHWQLHRRLAMATFALFKDGDQKLEKIICQEISTLCDMLATHNGQSIDISFPVFVAVTNVISLICFNTSYKNGDPELNVIQNYNEGIIDNLSKDSLVDLVPWLKIFPNKTLEKLKSHVKIRNDLLNKILENYKEKFRSDSITNMLDTLMQAKMNSDNGNAGPDQDSELLSDNHILTTIGDIFGAGVETTTSVVKWTLAFLLHNPQVKKKLYEEIDQNVGFSRTPTISDRNRLLLLEATIREVLRLRPVAPMLIPHKANVDSSIGEFAVDKGTEVIINLWALHHNEKEWHQPDQFMPERFLNPAGTQLISPSVSYLPFGAGPRSCIGEILARQELFLIMAWLLQRFDLEVPDDGQLPSLEGIPKVVFLIDSFKVKIKVRQAWR.... The pIC50 is 7.3. (4) The compound is O=C1CCc2cc(/C=C/C(=O)N3CC(c4ccccc4)C3)cnc2N1. The target protein sequence is YVIMGIANKRSIAFGVAKVLDQLGAKLVFTYRKERSRKELEKLLEQLNQPEAHLYQIDVQSDEEVINGFEQIGKDVGNIDGVYHSIAFANMEDLRGRFSETSREGFLLAQDISSYSLTIVAHEAKKLMPEGGSIVATTYLGGEFAVQNYNVMGVAKASLEANVKYLALDLGPDNIRVNAISAGPIRTLSAKGVGGFNTILKEIEERAPLKRNVDQVEVGKTAAYLLSDLSSGVTGENIHVDSG. The pIC50 is 6.3. (5) The compound is Cc1cc(N2C(=O)C(=O)C(C(=O)c3ccco3)C2c2cccc(Oc3ccccc3)c2)no1. The target protein sequence is APITAYAQQTRGLLGCIITGLTGRDKNQVEGEVQIVSTAAQTFLATCINGVCWTVYHGAGTRTIASSKGPVIQMYTNVDQDLVGWPAPQGARSLTPCTCGSSDLYLVTRHADVIPVRRRGDGRGSLLSPRPISYLKGSSGGPLLCPAGHAVGIFRAAVCTRGVAKAVDFIPVEGLETTMRSPVFSDNSSPPAVPQSYQVAHLHAPTGSGKSTKVPAAYAAQGYKVLVLNPSVAATLGFGAYMSKAHGIDPNIRTGVRTITTGSPITYSTYGKFLADGGCSGSAYDIIICDECHSTDATSILGIGTVLDQAETAGARLTVLATATPPGSVTVPHPNIEEVALSTTGEIPFYGKAIPLEAIKGGRHLIFCHSKKKCDELAAKLVALGVNAVAYYRGLDVSVIPASGDVVVVATDALMTGFTGDFDSVIDCNTCVTQTVDFSLDPTFTIETTTLPQDAVSRTQRRGRTGRGKPGIYRFVTPGERPSGMFDSSVLCECYDAGCA.... The pIC50 is 5.6. (6) The drug is Cc1cccc2nc(NC(C)C)oc(=O)c12. The target protein sequence is AFRPCNVNTKIGNAKCCPFVCGKAVTFKDRSTCSTYNLSSSLHHILEEDKRRRQVVDVMSAIFQGPISLDAPPPPAIADLLQSVRTPRVIKYCQIIMGHPAECQVERDLNIANSIIAIIANIISIAGIIFVIYKLFCSLQGPYSGEPKPKTKVPERRVVAQGPEEEFGRSILKNNTCVITTGNGKFTGLGIHDRILIIPTHADPGREVQVNGVHTKVLDSYDLYNRDGVKLEITVIQLDRNEKFRDIRKYIPETEDDYPECNLALSANQDEPTIIKVGDVVSYGNILLSGNQTARMLKYNYPTKSGYCGGVLYKIGQILGIHVGGNGRDGFSAMLLRSYFTGQIKVNKHATECGLPDIQTIHTPSKTKLQPSVFYDVFPGSKEPAVLTDNDPRLEVNFKEA. The pIC50 is 5.4. (7) The compound is CCCCCCCCCCCCNC(=O)N[C@H](C(=O)O)[C@H](O[C@@H]1O[C@H](CN)[C@@H](O)[C@H]1O)[C@H]1O[C@@H](n2ccc(=O)[nH]c2=O)[C@H](O)[C@@H]1O. The target protein (Q03521) has sequence MLEQVILFTILMGFLISVLLSPILIPFLRRLKFGQSIREEGPKSHQKKSGTPTMGGVMIILSIIVTTIVMTQKFSEISPEMVLLLFVTLGYGLLGFLDDYIKVVMKRNLGLTSKQKLIGQIIIAVVFYAVYHYYNFATDIRIPGTDLSFDLGWAYFILVLFMLVGGSNAVNLTDGLDGLLSGTAAIAFGAFAILAWNQSQYDVAIFSVAVVGAVLGFLVFNAHPAKVFMGDTGSLALGGAIVTIAILTKLEILLVIIGGVFVIETLSVILQVISFKTTGKRIFKMSPLHHHYELVGWSEWRVVVTFWAAGLLLAVLGIYIEVWL. The pIC50 is 4.4. (8) The compound is O=C(O)c1cc2c(CCc3ccc(Oc4ccccc4)cc3)c(-c3ccccc3)oc2cc1O. The target protein (Q9Y2R2) has sequence MDQREILQKFLDEAQSKKITKEEFANEFLKLKRQSTKYKADKTYPTTVAEKPKNIKKNRYKDILPYDYSRVELSLITSDEDSSYINANFIKGVYGPKAYIATQGPLSTTLLDFWRMIWEYSVLIIVMACMEYEMGKKKCERYWAEPGEMQLEFGPFSVSCEAEKRKSDYIIRTLKVKFNSETRTIYQFHYKNWPDHDVPSSIDPILELIWDVRCYQEDDSVPICIHCSAGCGRTGVICAIDYTWMLLKDGIIPENFSVFSLIREMRTQRPSLVQTQEQYELVYNAVLELFKRQMDVIRDKHSGTESQAKHCIPEKNHTLQADSYSPNLPKSTTKAAKMMNQQRTKMEIKESSSFDFRTSEISAKEELVLHPAKSSTSFDFLELNYSFDKNADTTMKWQTKAFPIVGEPLQKHQSLDLGSLLFEGCSNSKPVNAAGRYFNSKVPITRTKSTPFELIQQRETKEVDSKENFSYLESQPHDSCFVEMQAQKVMHVSSAELNYS.... The pIC50 is 5.7. (9) The small molecule is O=C(c1cc(Cc2n[nH]c(=O)c3ccccc23)ccc1F)N1CCN(C(=O)C2CC2)CC1. The target protein (Q460N3) has sequence MAAPGPLPAAALSPGAPTPRELMHGVAGVTSRAGRDREAGSVLPAGNRGARKASRRSSSRSMSRDNKFSKKDCLSIRNVVASIQTKEGLNLKLISGDVLYIWADVIVNSVPMNLQLGGGPLSRAFLQKAGPMLQKELDDRRRETEEKVGNIFMTSGCNLDCKAVLHAVAPYWNNGAETSWQIMANIIKKCLTTVEVLSFSSITFPMIGTGSLQFPKAVFAKLILSEVFEYSSSTRPITSPLQEVHFLVYTNDDEGCQAFLDEFTNWSRINPNKARIPMAGDTQGVVGTVSKPCFTAYEMKIGAITFQVATGDIATEQVDVIVNSTARTFNRKSGVSRAILEGAGQAVESECAVLAAQPHRDFIITPGGCLKCKIIIHVPGGKDVRKTVTSVLEECEQRKYTSVSLPAIGTGNAGKNPITVADNIIDAIVDFSSQHSTPSLKTVKVVIFQPELLNIFYDSMKKRDLSASLNFQSTFSMTTCNLPEHWTDMNHQLFCMVQLE.... The pIC50 is 4.8. (10) The small molecule is CCCCCCCCCCCCC/C=C/[C@@H](O)[C@H](COC(=O)Nc1ccccn1)NC(=O)C(C)(C)C. The target protein (Q9ET64) has sequence MKHNFSLRLRVFNLNCWDIPYLSKHRADRMKRLGDFLNLESFDLALLEEVWSEQDFQYLKQKLSLTYPDAHYFRSGIIGSGLCVFSRHPIQEIVQHVYTLNGYPYKFYHGDWFCGKAVGLLVLHLSGLVLNAYVTHLHAEYSRQKDIYFAHRVAQAWELAQFIHHTSKKANVVLLCGDLNMHPKDLGCCLLKEWTGLRDAFVETEDFKGSEDGCTMVPKNCYVSQQDLGPFPFGVRIDYVLYKAVSGFHICCKTLKTTTGCDPHNGTPFSDHEALMATLCVKHSPPQEDPCSAHGSAERSALISALREARTELGRGIAQARWWAALFGYVMILGLSLLVLLCVLAAGEEAREVAIMLWTPSVGLVLGAGAVYLFHKQEAKSLCRAQAEIQHVLTRTTETQDLGSEPHPTHCRQQEADRAEEK. The pIC50 is 5.1.